Dataset: Forward reaction prediction with 1.9M reactions from USPTO patents (1976-2016). Task: Predict the product of the given reaction. (1) The product is: [Cl:1][C:2]1[C:3]([CH2:14][S@@:15]([C:17]2[NH:27][C:20]3=[N:21][C:22]([O:25][CH3:26])=[CH:23][CH:24]=[C:19]3[N:18]=2)=[O:16])=[N:4][CH:5]=[CH:6][C:7]=1[N:8]1[CH2:9][CH2:10][O:11][CH2:12][CH2:13]1. Given the reactants [Cl:1][C:2]1[C:3]([CH2:14][S:15]([C:17]2[NH:27][C:20]3=[N:21][C:22]([O:25][CH3:26])=[CH:23][CH:24]=[C:19]3[N:18]=2)=[O:16])=[N:4][CH:5]=[CH:6][C:7]=1[N:8]1[CH2:13][CH2:12][O:11][CH2:10][CH2:9]1, predict the reaction product. (2) Given the reactants [CH:1]1([NH:7][C:8]2[CH:15]=[CH:14][C:11]([CH:12]=O)=[CH:10][C:9]=2[N+:16]([O-:18])=[O:17])[CH2:6][CH2:5][CH2:4][CH2:3][CH2:2]1.[NH:19]1[CH2:24][CH2:23][CH2:22][CH2:21][CH2:20]1.C(O)(=O)C.C(O[BH-](OC(=O)C)OC(=O)C)(=O)C.[Na+], predict the reaction product. The product is: [CH:1]1([NH:7][C:8]2[CH:15]=[CH:14][C:11]([CH2:12][N:19]3[CH2:24][CH2:23][CH2:22][CH2:21][CH2:20]3)=[CH:10][C:9]=2[N+:16]([O-:18])=[O:17])[CH2:6][CH2:5][CH2:4][CH2:3][CH2:2]1. (3) Given the reactants [CH2:1]([O:8][C:9]1[C:10]([N:20]2[S:24](=[O:26])(=[O:25])[N:23]([CH2:27][O:28][CH2:29][C:30]3[CH:35]=[CH:34][CH:33]=[CH:32][CH:31]=3)[C:22](=[O:36])[CH2:21]2)=[CH:11][C:12]2[CH2:13][CH2:14][CH:15]([OH:19])[CH2:16][C:17]=2[CH:18]=1)[C:2]1[CH:7]=[CH:6][CH:5]=[CH:4][CH:3]=1.CC(OI1(OC(C)=O)(OC(C)=O)OC(=O)C2C=CC=CC1=2)=O, predict the reaction product. The product is: [CH2:29]([O:28][CH2:27][N:23]1[C:22](=[O:36])[CH2:21][N:20]([C:10]2[C:9]([O:8][CH2:1][C:2]3[CH:3]=[CH:4][CH:5]=[CH:6][CH:7]=3)=[CH:18][C:17]3[CH2:16][C:15](=[O:19])[CH2:14][CH2:13][C:12]=3[CH:11]=2)[S:24]1(=[O:25])=[O:26])[C:30]1[CH:35]=[CH:34][CH:33]=[CH:32][CH:31]=1. (4) Given the reactants [CH:1]1([C:7]2([CH3:17])[C:12](=[O:13])[N:11]([CH3:14])[C:10](=[O:15])[NH:9][C:8]2=[O:16])[CH2:6][CH2:5][CH2:4][CH2:3][CH2:2]1.C([O-])([O-])=O.[K+].[K+].Br[CH2:25][C:26]([C:28]1[CH:33]=[CH:32][CH:31]=[CH:30][CH:29]=1)=[O:27].C(O)(=O)CC(CC(O)=O)(C(O)=O)O, predict the reaction product. The product is: [CH:1]1([C:7]2([CH3:17])[C:12](=[O:13])[N:11]([CH3:14])[C:10](=[O:15])[N:9]([CH2:25][C:26](=[O:27])[C:28]3[CH:33]=[CH:32][CH:31]=[CH:30][CH:29]=3)[C:8]2=[O:16])[CH2:2][CH2:3][CH2:4][CH2:5][CH2:6]1. (5) Given the reactants Cl.[NH2:2][C:3]1[CH:8]=[CH:7][CH:6]=[CH:5][CH:4]=1.[N:9]([O-])=O.[Na+].[CH3:13][O:14][C:15]([CH2:17][C:18]([CH2:20][C:21]([O:23][CH3:24])=[O:22])=[O:19])=[O:16].[C:25]([O-:28])(=O)C.[Na+].[CH2:30]([OH:32])C, predict the reaction product. The product is: [CH3:24][O:23][C:21](=[O:22])[C:20](=[N:9][NH:2][C:3]1[CH:8]=[CH:7][C:6]([O:32][CH3:30])=[C:5]([O:28][CH3:25])[CH:4]=1)[C:18](=[O:19])[CH2:17][C:15]([O:14][CH3:13])=[O:16]. (6) Given the reactants [NH2:1][C:2]1[C:3]2[CH:12]=[CH:11][N:10]([C:13]3[C:18]([CH3:19])=[CH:17][C:16]([CH3:20])=[CH:15][C:14]=3[CH3:21])[C:4]=2[C:5](=[O:9])[N:6](C)[N:7]=1.[H-].[Na+].Br[CH:25]([CH2:28][CH3:29])[CH2:26][CH3:27], predict the reaction product. The product is: [C:14]1([CH3:21])[CH:15]=[C:16]([CH3:20])[CH:17]=[C:18]([CH3:19])[C:13]=1[N:10]1[C:4]2[C:5](=[O:9])[NH:6][N:7]=[C:2]([NH:1][CH:25]([CH2:28][CH3:29])[CH2:26][CH3:27])[C:3]=2[CH:12]=[CH:11]1. (7) Given the reactants [CH3:1][Si:2]([CH3:18])([CH3:17])[C:3]#[C:4][CH2:5][O:6][C:7]1[CH:8]=[C:9]([CH:14]=[CH:15][CH:16]=1)[C:10]([O:12][CH3:13])=[O:11].CN(C)C=O.[Na].O=C1O[C@H]([C@H](CO)O)C(O)=C1O.[N:37]([Si](C)(C)C)=[N+:38]=[N-:39], predict the reaction product. The product is: [CH3:18][Si:2]([CH3:1])([CH3:17])[C:3]1[NH:39][N:38]=[N:37][C:4]=1[CH2:5][O:6][C:7]1[CH:8]=[C:9]([CH:14]=[CH:15][CH:16]=1)[C:10]([O:12][CH3:13])=[O:11].